The task is: Predict the product of the given reaction.. This data is from Forward reaction prediction with 1.9M reactions from USPTO patents (1976-2016). (1) The product is: [Br:6][C:7]1[N:8]=[C:9]2[C:14](=[CH:15][CH:16]=1)[NH:13][C:12](=[O:17])[CH:11]=[C:10]2[NH:4][O:3][CH2:1][CH3:2]. Given the reactants [CH2:1]([O:3][NH2:4])[CH3:2].Cl.[Br:6][C:7]1[N:8]=[C:9]2[C:14](=[CH:15][CH:16]=1)[NH:13][C:12](=[O:17])[CH:11]=[C:10]2O.O.C(OCC)(=O)C, predict the reaction product. (2) Given the reactants Br[C:2]1[CH:7]=[CH:6][C:5]([N+:8]([O-:10])=[O:9])=[CH:4][C:3]=1[O:11][CH3:12].[B:13]1([B:13]2[O:17][C:16]([CH3:19])([CH3:18])[C:15]([CH3:21])([CH3:20])[O:14]2)[O:17][C:16]([CH3:19])([CH3:18])[C:15]([CH3:21])([CH3:20])[O:14]1.C([O-])(=O)C.[K+].O, predict the reaction product. The product is: [CH3:12][O:11][C:3]1[CH:4]=[C:5]([N+:8]([O-:10])=[O:9])[CH:6]=[CH:7][C:2]=1[B:13]1[O:17][C:16]([CH3:19])([CH3:18])[C:15]([CH3:21])([CH3:20])[O:14]1. (3) Given the reactants [CH3:1][S:2](Cl)(=[O:4])=[O:3].[Cl:6][C:7]1[C:8]([CH2:17][O:18][C:19]2[CH:24]=[CH:23][C:22]([Cl:25])=[C:21]([F:26])[CH:20]=2)=[CH:9][C:10]2[O:14][N:13]=[C:12]([NH2:15])[C:11]=2[CH:16]=1.C(N(CC)CC)C, predict the reaction product. The product is: [Cl:6][C:7]1[C:8]([CH2:17][O:18][C:19]2[CH:24]=[CH:23][C:22]([Cl:25])=[C:21]([F:26])[CH:20]=2)=[CH:9][C:10]2[O:14][N:13]=[C:12]([NH:15][S:2]([CH3:1])(=[O:4])=[O:3])[C:11]=2[CH:16]=1. (4) Given the reactants [NH2:1][OH:2].[C:3]([C:5]1[CH:10]=[CH:9][C:8]([CH:11]2[CH2:16][CH2:15][N:14]([C:17]([C:19]3[CH:20]=[CH:21][C:22]([CH3:30])=[C:23]([NH:25][S:26]([CH3:29])(=[O:28])=[O:27])[CH:24]=3)=[O:18])[CH2:13][CH2:12]2)=[CH:7][CH:6]=1)#[N:4], predict the reaction product. The product is: [OH:2]/[N:1]=[C:3](\[NH2:4])/[C:5]1[CH:10]=[CH:9][C:8]([CH:11]2[CH2:12][CH2:13][N:14]([C:17](=[O:18])[C:19]3[CH:20]=[CH:21][C:22]([CH3:30])=[C:23]([NH:25][S:26]([CH3:29])(=[O:28])=[O:27])[CH:24]=3)[CH2:15][CH2:16]2)=[CH:7][CH:6]=1. (5) Given the reactants [Br:1][C:2]1[CH:10]=[CH:9][CH:8]=[C:7]([Cl:11])[C:3]=1[C:4](Cl)=[O:5].C([O-])([O-])=O.[Na+].[Na+].[CH3:18][CH:19]([C:21]1[CH:26]=[CH:25][CH:24]=[CH:23][C:22]=1[NH2:27])[CH3:20], predict the reaction product. The product is: [Br:1][C:2]1[CH:10]=[CH:9][CH:8]=[C:7]([Cl:11])[C:3]=1[C:4]([NH:27][C:22]1[CH:23]=[CH:24][CH:25]=[CH:26][C:21]=1[CH:19]([CH3:20])[CH3:18])=[O:5]. (6) Given the reactants Cl.[CH2:2]([C:4]1[CH:5]=[C:6]([C@@H:10]([O:14][C:15]2[CH:16]=[C:17]3[C:21](=[CH:22][CH:23]=2)[N:20]([C:24]2[CH:29]=[CH:28][C:27]([F:30])=[CH:26][CH:25]=2)[N:19]=[CH:18]3)[C@@H:11]([NH2:13])[CH3:12])[CH:7]=[CH:8][CH:9]=1)[CH3:3].C([O:34][CH2:35][C:36](Cl)=[O:37])(=O)C, predict the reaction product. The product is: [CH2:2]([C:4]1[CH:5]=[C:6]([C@@H:10]([O:14][C:15]2[CH:16]=[C:17]3[C:21](=[CH:22][CH:23]=2)[N:20]([C:24]2[CH:25]=[CH:26][C:27]([F:30])=[CH:28][CH:29]=2)[N:19]=[CH:18]3)[C@@H:11]([NH:13][C:35](=[O:34])[CH2:36][OH:37])[CH3:12])[CH:7]=[CH:8][CH:9]=1)[CH3:3]. (7) Given the reactants [CH2:1]([O:3][C:4]([C:6]1[CH2:10][C:9]([O-:11])=[C:8](C(OC)=O)[C:7]=1[CH3:16])=[O:5])[CH3:2].[Na+].CC(O)=O.[I-].[Na+], predict the reaction product. The product is: [CH3:16][C:7]1[CH:6]([C:4]([O:3][CH2:1][CH3:2])=[O:5])[CH2:10][C:9](=[O:11])[CH:8]=1. (8) Given the reactants C([O:3][C:4](=[O:17])[CH2:5][CH2:6][C:7]1[CH:8]=[C:9]2[C:14](=[CH:15][CH:16]=1)[N:13]=[CH:12][CH:11]=[CH:10]2)C.[OH-].[Li+], predict the reaction product. The product is: [N:13]1[C:14]2[C:9](=[CH:8][C:7]([CH2:6][CH2:5][C:4]([OH:17])=[O:3])=[CH:16][CH:15]=2)[CH:10]=[CH:11][CH:12]=1.